Dataset: Reaction yield outcomes from USPTO patents with 853,638 reactions. Task: Predict the reaction yield, written as a fraction of the theoretical maximum amount of product (1.0 means a 100% yield; for example, 0.34 means a 34% yield). (1) The reactants are [Cl:1][C:2]1[CH:3]=[C:4]([CH:7]=[CH:8][CH:9]=1)[CH:5]=[CH2:6].C[N+]1([O-])CC[O:14]CC1.C1C=C(Cl)C=C(C(OO)=O)C=1. The catalyst is C(Cl)Cl. The product is [Cl:1][C:2]1[CH:3]=[C:4]([CH:7]=[CH:8][CH:9]=1)[C@H:5]1[O:14][CH2:6]1. The yield is 0.860. (2) The reactants are N1C=CC=CC=1.[F:7]N1N=C(F)C=C(F)N1.[CH2:16]([NH:18][C:19]1[N:27]=[C:26]([Cl:28])[CH:25]=[CH:24][C:20]=1[C:21](O)=[O:22])[CH3:17]. The catalyst is ClCCl. The product is [CH2:16]([NH:18][C:19]1[N:27]=[C:26]([Cl:28])[CH:25]=[CH:24][C:20]=1[C:21]([F:7])=[O:22])[CH3:17]. The yield is 0.990. (3) The reactants are [H-].[Na+].CN(C)C=O.[Br:8][C:9]1[NH:10][C:11]([Br:17])=[C:12]([N+:14]([O-:16])=[O:15])[N:13]=1.Cl[CH2:19][O:20][CH3:21]. The catalyst is O. The product is [Br:8][C:9]1[N:10]([CH2:19][O:20][CH3:21])[C:11]([Br:17])=[C:12]([N+:14]([O-:16])=[O:15])[N:13]=1. The yield is 0.843. (4) The reactants are [Cl:1][C:2]1[N:7]=[C:6]([NH2:8])[CH:5]=[N:4][CH:3]=1.[Br:9]N1C(=O)CCC1=O. The catalyst is C(Cl)Cl. The product is [Br:9][C:3]1[N:4]=[CH:5][C:6]([NH2:8])=[N:7][C:2]=1[Cl:1]. The yield is 0.420. (5) The reactants are [C:1]([O:5][C:6]([NH:8][CH2:9][CH2:10][O:11][CH2:12][CH2:13][O:14][CH2:15][CH2:16][NH2:17])=[O:7])([CH3:4])([CH3:3])[CH3:2].[C:18]1(=[O:24])[O:23][C:21](=[O:22])[CH2:20][CH2:19]1. No catalyst specified. The product is [C:1]([O:5][C:6]([NH:8][CH2:9][CH2:10][O:11][CH2:12][CH2:13][O:14][CH2:15][CH2:16][NH:17][C:18](=[O:24])[CH2:19][CH2:20][C:21]([OH:23])=[O:22])=[O:7])([CH3:4])([CH3:3])[CH3:2]. The yield is 0.980. (6) The reactants are [C:1]([C:5]([O:8][C:9]([C:12]([S:15](F)(=[O:17])=[O:16])([F:14])[F:13])([F:11])[F:10])([F:7])[F:6])([F:4])([F:3])[F:2].[CH3:19][C:20]1[CH:25]=[C:24]([CH3:26])[CH:23]=[C:22]([CH3:27])[N:21]=1.C[OH:29]. The catalyst is C(Cl)Cl. The product is [F:6][C:5]([F:7])([O:8][C:9]([F:11])([F:10])[C:12]([F:14])([F:13])[S:15]([O-:17])(=[O:29])=[O:16])[C:1]([F:4])([F:3])[F:2].[CH3:1][N+:21]1[C:22]([CH3:27])=[CH:23][C:24]([CH3:26])=[CH:25][C:20]=1[CH3:19]. The yield is 0.0100.